Dataset: Catalyst prediction with 721,799 reactions and 888 catalyst types from USPTO. Task: Predict which catalyst facilitates the given reaction. Reactant: Br[CH2:2]/[CH:3]=[CH:4]/[C:5]([NH:7][C:8]1[CH:9]=[C:10]2[C:15](=[CH:16][C:17]=1[O:18][CH2:19][CH3:20])[N:14]=[CH:13][N:12]=[C:11]2[NH:21][C:22]1[CH:27]=[CH:26][C:25]([Cl:28])=[C:24]([Cl:29])[C:23]=1[F:30])=[O:6].Cl.[O:32]1[C@H:37]2[CH2:38][NH:39][CH2:40][C@H:36]2[O:35][CH2:34][CH2:33]1.CCN(C(C)C)C(C)C.O. Product: [Cl:29][C:24]1[C:23]([F:30])=[C:22]([NH:21][C:11]2[C:10]3[C:15](=[CH:16][C:17]([O:18][CH2:19][CH3:20])=[C:8]([NH:7][C:5](=[O:6])/[CH:4]=[CH:3]/[CH2:2][N:39]4[CH2:38][C@H:37]5[O:32][CH2:33][CH2:34][O:35][C@H:36]5[CH2:40]4)[CH:9]=3)[N:14]=[CH:13][N:12]=2)[CH:27]=[CH:26][C:25]=1[Cl:28]. The catalyst class is: 44.